Dataset: Peptide-MHC class II binding affinity with 134,281 pairs from IEDB. Task: Regression. Given a peptide amino acid sequence and an MHC pseudo amino acid sequence, predict their binding affinity value. This is MHC class II binding data. (1) The peptide sequence is RRVFHGVAKNPVVDG. The MHC is DRB1_1101 with pseudo-sequence DRB1_1101. The binding affinity (normalized) is 0.750. (2) The peptide sequence is RSRPRRTTRRMDRRT. The MHC is DRB1_1602 with pseudo-sequence DRB1_1602. The binding affinity (normalized) is 0.476.